Dataset: Reaction yield outcomes from USPTO patents with 853,638 reactions. Task: Predict the reaction yield, written as a fraction of the theoretical maximum amount of product (1.0 means a 100% yield; for example, 0.34 means a 34% yield). (1) The reactants are [CH3:1]CN(C(C)C)C(C)C.[CH3:10][CH2:11][C@H:12]([C@H:14]([NH:59][C:60]([C@@H:62]1[N:67]([CH3:68])[CH2:66][CH2:65][CH2:64][CH2:63]1)=[O:61])[C:15]([N:17]([C@@H:26]([CH:56]([CH3:58])[CH3:57])[CH2:27][C@@H:28]([O:52][C:53]([CH3:55])=[O:54])[C:29]1[S:33][CH:32]=[C:31]([C:34]([NH:36][C@H:37]([CH2:46][C@@H:47]([C:49]([OH:51])=[O:50])[CH3:48])[CH2:38][C:39]2[CH:40]=[CH:41][C:42](O)=[CH:43][CH:44]=2)=[O:35])[N:30]=1)[CH2:18][O:19][C:20]([CH2:22][CH:23]([CH3:25])[CH3:24])=[O:21])=[O:16])[CH3:13]. The catalyst is CN(C=O)C. The product is [CH3:10][CH2:11][C@@H:12]([C@H:14]([NH:59][C:60]([C@@H:62]1[N:67]([CH3:68])[CH2:66][CH2:65][CH2:64][CH2:63]1)=[O:61])[C:15]([N:17]([C@@H:26]([CH:56]([CH3:58])[CH3:57])[CH2:27][C@@H:28]([O:52][C:53]([CH3:55])=[O:54])[C:29]1[S:33][CH:32]=[C:31]([C:34]([NH:36][C@H:37]([CH2:46][C@@H:47]([C:49]([OH:51])=[O:50])[CH3:48])[CH2:38][C:39]2[CH:44]=[CH:43][C:42]([CH3:1])=[CH:41][CH:40]=2)=[O:35])[N:30]=1)[CH2:18][O:19][C:20]([CH2:22][CH:23]([CH3:25])[CH3:24])=[O:21])=[O:16])[CH3:13]. The yield is 1.00. (2) The reactants are C[O:2][C:3]([C:5]1[N:9]=[C:8]([Cl:10])[N:7]([CH2:11][O:12][CH2:13][CH2:14][Si:15]([CH3:18])([CH3:17])[CH3:16])[N:6]=1)=[O:4].[OH-].[K+:20]. The catalyst is CCO.CCOCC. The product is [K+:20].[Cl:10][C:8]1[N:7]([CH2:11][O:12][CH2:13][CH2:14][Si:15]([CH3:17])([CH3:18])[CH3:16])[N:6]=[C:5]([C:3]([O-:4])=[O:2])[N:9]=1. The yield is 0.910.